The task is: Predict the reaction yield, written as a fraction of the theoretical maximum amount of product (1.0 means a 100% yield; for example, 0.34 means a 34% yield).. This data is from Reaction yield outcomes from USPTO patents with 853,638 reactions. (1) The reactants are [H-].[Al+3].[Li+].[H-].[H-].[H-].[Br:7][C:8]1[CH:9]=[CH:10][C:11]([C:30](OC)=[O:31])=[C:12]2[C:16]=1[N:15]=[C:14]1[N:17]([C:21]3[CH:26]=[CH:25][C:24]([O:27][CH3:28])=[CH:23][C:22]=3[CH3:29])[CH2:18][CH2:19][CH2:20][N:13]21.O.O.O.O.O.O.O.O.O.O.S([O-])([O-])(=O)=O.[Na+].[Na+].CC(OI1(OC(C)=O)(OC(C)=O)OC(=O)C2C=CC=CC1=2)=O. The catalyst is O1CCCC1.C(#N)C.C(=O)(O)[O-].[Na+].S([O-])([O-])(=O)=S.[Na+].[Na+].CS(C)=O. The product is [Br:7][C:8]1[CH:9]=[CH:10][C:11]([CH:30]=[O:31])=[C:12]2[C:16]=1[N:15]=[C:14]1[N:17]([C:21]3[CH:26]=[CH:25][C:24]([O:27][CH3:28])=[CH:23][C:22]=3[CH3:29])[CH2:18][CH2:19][CH2:20][N:13]21. The yield is 0.890. (2) The reactants are C(OC(C[N:7]1[C:16](=[O:17])[CH:15]2[CH:10]([CH:11]3[C:18](=[C:19]([C:26]4[CH:31]=[CH:30][CH:29]=[CH:28][N:27]=4)[C:20]4[CH:25]=[CH:24][CH:23]=[CH:22][CH:21]=4)[CH:14]2[C:13]([C:32]([OH:45])([C:39]2[CH:44]=[CH:43][CH:42]=[CH:41][N:40]=2)[C:33]2[CH:38]=[CH:37][CH:36]=[CH:35][CH:34]=2)=[CH:12]3)[C:8]1=[O:9])=O)C.[C:46]([O:52][CH2:53]Cl)(=[O:51])[C:47]([CH3:50])([CH3:49])[CH3:48].C(=O)([O-])[O-].[K+].[K+]. The catalyst is CN(C)C=O. The product is [OH:45][C:32]([C:13]1[CH:14]2[C:18](=[C:19]([C:26]3[CH:31]=[CH:30][CH:29]=[CH:28][N:27]=3)[C:20]3[CH:21]=[CH:22][CH:23]=[CH:24][CH:25]=3)[CH:11]([CH:12]=1)[CH:10]1[C:8]([N:7]([CH2:53][O:52][C:46](=[O:51])[C:47]([CH3:50])([CH3:49])[CH3:48])[C:16](=[O:17])[CH:15]21)=[O:9])([C:39]1[CH:44]=[CH:43][CH:42]=[CH:41][N:40]=1)[C:33]1[CH:38]=[CH:37][CH:36]=[CH:35][CH:34]=1. The yield is 0.480.